Dataset: Full USPTO retrosynthesis dataset with 1.9M reactions from patents (1976-2016). Task: Predict the reactants needed to synthesize the given product. (1) Given the product [F:23][CH:22]([F:24])[C:20]1[C:14]([C:15]([O:17][CH2:18][CH3:19])=[O:16])=[CH:13][N:2]([CH3:1])[N:3]=1, predict the reactants needed to synthesize it. The reactants are: [CH3:1][NH:2][NH2:3].C([O-])([O-])=O.[K+].[K+].C(O[CH:13]=[C:14]([C:20]([CH:22]([F:24])[F:23])=O)[C:15]([O:17][CH2:18][CH3:19])=[O:16])C. (2) Given the product [CH3:23][N:20]1[C:11]2[N:12]=[C:13]([NH:32][CH2:24][CH2:25][C:26]3[CH:31]=[CH:30][CH:29]=[CH:28][CH:27]=3)[N:14]=[CH:15][C:10]=2[CH:9]=[C:8]([O:1][C:2]2[CH:7]=[CH:6][CH:5]=[CH:4][CH:3]=2)[C:21]1=[O:22], predict the reactants needed to synthesize it. The reactants are: [O:1]([C:8]1[C:21](=[O:22])[N:20]([CH3:23])[C:11]2[N:12]=[C:13](S(C)(=O)=O)[N:14]=[CH:15][C:10]=2[CH:9]=1)[C:2]1[CH:7]=[CH:6][CH:5]=[CH:4][CH:3]=1.[CH2:24]([NH2:32])[CH2:25][C:26]1[CH:31]=[CH:30][CH:29]=[CH:28][CH:27]=1.CO. (3) Given the product [F:1][CH2:2][CH2:3][NH:4][C:5]1[CH:10]=[CH:9][N:8]2[CH:13]=[C:14]([C:16]3[CH:21]=[CH:20][C:19]([S:22][CH3:23])=[CH:18][CH:17]=3)[N:11]=[C:7]2[CH:6]=1, predict the reactants needed to synthesize it. The reactants are: [F:1][CH2:2][CH2:3][NH:4][C:5]1[CH:10]=[CH:9][N:8]=[C:7]([NH2:11])[CH:6]=1.Br[CH2:13][C:14]([C:16]1[CH:21]=[CH:20][C:19]([S:22][CH3:23])=[CH:18][CH:17]=1)=O. (4) Given the product [C:7]1([C:13]([C:15]2[CH:16]=[CH:17][CH:18]=[CH:19][CH:20]=2)([C:21]2[CH:22]=[CH:23][CH:24]=[CH:25][CH:26]=2)[N:1]2[CH2:6][CH2:5][NH:4][CH2:3][CH2:2]2)[CH:8]=[CH:9][CH:10]=[CH:11][CH:12]=1, predict the reactants needed to synthesize it. The reactants are: [NH:1]1[CH2:6][CH2:5][NH:4][CH2:3][CH2:2]1.[C:7]1([C:13]([C:21]2[CH:26]=[CH:25][CH:24]=[CH:23][CH:22]=2)([C:15]2[CH:20]=[CH:19][CH:18]=[CH:17][CH:16]=2)Cl)[CH:12]=[CH:11][CH:10]=[CH:9][CH:8]=1.O. (5) Given the product [OH:8][C@@H:9]1[C@@:44]2([CH3:45])[C:13](=[CH:14][CH:15]=[C:16]3[C@@H:43]2[CH2:42][CH2:41][C@@:40]2([CH3:46])[C@H:17]3[CH2:18][CH:19]=[C:20]2[C@@H:21]([O:23][CH2:24]/[CH:25]=[CH:26]\[C:27]([CH2:38][CH3:39])([OH:30])[CH2:28][CH3:29])[CH3:22])[CH2:12][C@@H:11]([OH:47])[CH2:10]1, predict the reactants needed to synthesize it. The reactants are: [Si]([O:8][C@@H:9]1[C@@:44]2([CH3:45])[C:13](=[CH:14][CH:15]=[C:16]3[C@@H:43]2[CH2:42][CH2:41][C@@:40]2([CH3:46])[C@H:17]3[CH2:18][CH:19]=[C:20]2[C@@H:21]([O:23][CH2:24]/[CH:25]=[CH:26]\[C:27]([CH2:38][CH3:39])([O:30][Si](CC)(CC)CC)[CH2:28][CH3:29])[CH3:22])[CH2:12][C@@H:11]([O:47][Si](C(C)(C)C)(C)C)[CH2:10]1)(C(C)(C)C)(C)C.[F-].C([N+](CCCC)(CCCC)CCCC)CCC. (6) Given the product [Cl:21][C:4]1[N:3]=[C:2]([C:22]#[C:23][CH3:24])[C:7]([N+:8]([O-:10])=[O:9])=[C:6]([NH:11][CH2:12][C:13]2[C:18]([CH3:19])=[CH:17][CH:16]=[CH:15][C:14]=2[CH3:20])[CH:5]=1, predict the reactants needed to synthesize it. The reactants are: Cl[C:2]1[C:7]([N+:8]([O-:10])=[O:9])=[C:6]([NH:11][CH2:12][C:13]2[C:18]([CH3:19])=[CH:17][CH:16]=[CH:15][C:14]=2[CH3:20])[CH:5]=[C:4]([Cl:21])[N:3]=1.[CH2:22]([Sn](CCCC)(CCCC)C#CC)[CH2:23][CH2:24]C. (7) Given the product [CH2:25]([N:24]([CH2:27][CH3:28])[CH2:23][CH2:22][NH:21][C:19]([C:15]1[C:14]([CH3:29])=[C:13](/[CH:12]=[C:5]2\[C:6](=[O:11])[NH:7][C:8]3[C:4]\2=[CH:3][C:2]([C:39]2[O:40][C:36]([C:30]4[CH:31]=[CH:32][CH:33]=[CH:34][CH:35]=4)=[CH:37][CH:38]=2)=[CH:10][CH:9]=3)[NH:17][C:16]=1[CH3:18])=[O:20])[CH3:26], predict the reactants needed to synthesize it. The reactants are: Br[C:2]1[CH:3]=[C:4]2[C:8](=[CH:9][CH:10]=1)[NH:7][C:6](=[O:11])/[C:5]/2=[CH:12]\[C:13]1[NH:17][C:16]([CH3:18])=[C:15]([C:19]([NH:21][CH2:22][CH2:23][N:24]([CH2:27][CH3:28])[CH2:25][CH3:26])=[O:20])[C:14]=1[CH3:29].[C:30]1([C:36]2[O:40][C:39](B(O)O)=[CH:38][CH:37]=2)[CH:35]=[CH:34][CH:33]=[CH:32][CH:31]=1.C(=O)([O-])[O-].[K+].[K+]. (8) Given the product [CH:40]1([C@@H:39]([C:20]2[CH:19]=[CH:18][CH:17]=[C:16]3[C:21]=2[C:12]([C:10]([NH2:9])=[O:11])=[C:13]([CH3:28])[C:14]([C:22]2[CH:23]=[CH:24][CH:25]=[CH:26][CH:27]=2)=[N:15]3)[CH3:47])[CH2:41][CH2:42][CH2:43][CH2:44][CH2:45]1, predict the reactants needed to synthesize it. The reactants are: C1([C@@H]([NH:9][C:10]([C:12]2[C:21]3[C:16](=[CH:17][CH:18]=[CH:19][CH:20]=3)[N:15]=[C:14]([C:22]3[CH:27]=[CH:26][CH:25]=[CH:24][CH:23]=3)[C:13]=2[CH3:28])=[O:11])C)CCCCC1.[C:39](OO[C:39](=O)[C:40]1[CH:45]=[CH:44][CH:43]=[CH:42][CH:41]=1)(=O)[C:40]1[CH:45]=[CH:44][CH:43]=[CH:42][CH:41]=1.[C:47](Cl)(Cl)(Cl)Cl. (9) Given the product [C:25]([O:24][CH:19]([C:11]1[C:12]([C:15]([F:18])([F:17])[F:16])=[CH:13][CH:14]=[C:9]([OH:8])[C:10]=1[C:29]1[CH:30]=[CH:31][C:32]2[O:37][CH2:36][CH2:35][CH2:34][C:33]=2[CH:38]=1)[C:20]([O:22][CH3:23])=[O:21])([CH3:28])([CH3:26])[CH3:27], predict the reactants needed to synthesize it. The reactants are: C([O:8][C:9]1[C:10]([C:29]2[CH:30]=[CH:31][C:32]3[O:37][CH2:36][CH2:35][CH2:34][C:33]=3[CH:38]=2)=[C:11]([CH:19]([O:24][C:25]([CH3:28])([CH3:27])[CH3:26])[C:20]([O:22][CH3:23])=[O:21])[C:12]([C:15]([F:18])([F:17])[F:16])=[CH:13][CH:14]=1)C1C=CC=CC=1. (10) Given the product [CH3:22][N:21]([CH3:23])[CH:18]([C:14]1[O:13][CH:17]=[CH:16][CH:15]=1)[CH2:19][NH:20][C:2]1[C:3]2[N:4]([CH:10]=[CH:11][CH:12]=2)[N:5]=[CH:6][C:7]=1[C:8]#[N:9], predict the reactants needed to synthesize it. The reactants are: Cl[C:2]1[C:3]2[N:4]([CH:10]=[CH:11][CH:12]=2)[N:5]=[CH:6][C:7]=1[C:8]#[N:9].[O:13]1[CH:17]=[CH:16][CH:15]=[C:14]1[CH:18]([N:21]([CH3:23])[CH3:22])[CH2:19][NH2:20].CCN(C(C)C)C(C)C.